From a dataset of Catalyst prediction with 721,799 reactions and 888 catalyst types from USPTO. Predict which catalyst facilitates the given reaction. (1) The catalyst class is: 4. Reactant: [F:1][C:2]([C:5]1[CH:6]=[C:7]([CH2:11][OH:12])[CH:8]=[CH:9][CH:10]=1)([F:4])[CH3:3].C(OCC)C.C(=O)(O)[O-].[Na+].S([O-])([O-])(=O)=S.[Na+].[Na+]. Product: [F:1][C:2]([C:5]1[CH:6]=[C:7]([CH:8]=[CH:9][CH:10]=1)[CH:11]=[O:12])([F:4])[CH3:3]. (2) Reactant: C(O[C:6](=O)[N:7](C)[CH:8]([C:10](=[O:41])[NH:11][CH:12]1[CH:20]2[C:21](=[O:40])[CH2:22][CH:23]([C:25](=[O:39])[NH:26][CH:27]([C:29]3[CH:38]=[CH:37][C:36]4[C:31](=[CH:32][CH:33]=[CH:34][CH:35]=4)[CH:30]=3)[CH3:28])[CH2:24][N:18]3[C:19]2=[C:15]([CH:16]=[CH:17]3)[CH2:14][CH2:13]1)[CH3:9])(C)(C)C.C(O)(C(F)(F)F)=O.CCCCCCC. Product: [CH:30]1[C:31]2[C:36](=[CH:35][CH:34]=[CH:33][CH:32]=2)[CH:37]=[CH:38][C:29]=1[CH:27]([NH:26][C:25]([CH:23]1[CH2:24][N:18]2[C:19]3[CH:20]([CH:12]([NH:11][C:10](=[O:41])[CH:8]([NH:7][CH3:6])[CH3:9])[CH2:13][CH2:14][C:15]=3[CH:16]=[CH:17]2)[C:21](=[O:40])[CH2:22]1)=[O:39])[CH3:28]. The catalyst class is: 2. (3) Reactant: [Br:1][C:2]1[CH:3]=[C:4]2[C:9](=[CH:10][CH:11]=1)[N:8]=[C:7](Cl)[CH:6]=[CH:5]2.C([Sn](CCCC)(CCCC)[C:18]([O:20][CH2:21][CH3:22])=[CH2:19])CCC. Product: [Br:1][C:2]1[CH:3]=[C:4]2[C:9](=[CH:10][CH:11]=1)[N:8]=[C:7]([C:18]([O:20][CH2:21][CH3:22])=[CH2:19])[CH:6]=[CH:5]2. The catalyst class is: 184. (4) The catalyst class is: 2. Product: [O:28]=[CH:5][CH2:4][C:7]1([C:23]([O:25][CH3:26])=[O:24])[CH2:12][CH2:11][N:10]([C:13]([O:15][CH2:16][C:17]2[CH:18]=[CH:19][CH:20]=[CH:21][CH:22]=2)=[O:14])[CH2:9][CH2:8]1. Reactant: O=[O+][O-].[CH2:4]([C:7]1([C:23]([O:25][CH3:26])=[O:24])[CH2:12][CH2:11][N:10]([C:13]([O:15][CH2:16][C:17]2[CH:22]=[CH:21][CH:20]=[CH:19][CH:18]=2)=[O:14])[CH2:9][CH2:8]1)[CH:5]=C.S(OC)(OC)(=O)=[O:28].C(N(CC)CC)C.